Dataset: Catalyst prediction with 721,799 reactions and 888 catalyst types from USPTO. Task: Predict which catalyst facilitates the given reaction. (1) Reactant: C([O:5][CH2:6][CH:7]1[CH2:12][CH2:11][CH:10]([CH2:13][O:14]CC2OC2)[CH2:9][CH2:8]1)C1OC1.C1(C)C=CC(S(O)(=O)=O)=CC=1.C(OC)(OC)OC.CCOCC. Product: [CH:10]1([CH2:13][OH:14])[CH2:11][CH2:12][CH:7]([CH2:6][OH:5])[CH2:8][CH2:9]1. The catalyst class is: 1. (2) Reactant: [OH:1][C@H:2]1[CH2:7][CH2:6][C@H:5]([N:8]2[C:16](=[O:17])[C:15]3[C:10](=[CH:11][CH:12]=[CH:13][CH:14]=3)[C:9]2=[O:18])[CH2:4][CH2:3]1.C1(P(C2C=CC=CC=2)C2C=CC=CC=2)C=CC=CC=1.[N+:38]([C:41]1[CH:49]=[CH:48][C:44]([C:45](O)=[O:46])=[CH:43][CH:42]=1)([O-:40])=[O:39].N(C(OC(C)C)=O)=NC(OC(C)C)=O. Product: [O:17]=[C:16]1[C:15]2[C:10](=[CH:11][CH:12]=[CH:13][CH:14]=2)[C:9](=[O:18])[N:8]1[C@H:5]1[CH2:4][CH2:3][C@H:2]([O:1][C:45](=[O:46])[C:44]2[CH:43]=[CH:42][C:41]([N+:38]([O-:40])=[O:39])=[CH:49][CH:48]=2)[CH2:7][CH2:6]1. The catalyst class is: 1.